This data is from Catalyst prediction with 721,799 reactions and 888 catalyst types from USPTO. The task is: Predict which catalyst facilitates the given reaction. (1) Reactant: [CH2:1]([O:8][C:9]1([C:13]2[S:14][C:15]([C:18]3[CH:23]=[C:22]([N+:24]([O-])=O)[CH:21]=[C:20]([CH3:27])[N:19]=3)=[CH:16][N:17]=2)[CH2:12][CH2:11][CH2:10]1)[C:2]1[CH:7]=[CH:6][CH:5]=[CH:4][CH:3]=1.O. Product: [CH2:1]([O:8][C:9]1([C:13]2[S:14][C:15]([C:18]3[CH:23]=[C:22]([NH2:24])[CH:21]=[C:20]([CH3:27])[N:19]=3)=[CH:16][N:17]=2)[CH2:12][CH2:11][CH2:10]1)[C:2]1[CH:3]=[CH:4][CH:5]=[CH:6][CH:7]=1. The catalyst class is: 180. (2) Reactant: [CH2:1]([NH:4][C:5]1[C:14]2[C:9](=[CH:10][CH:11]=[C:12]([N+:15]([O-:17])=[O:16])[CH:13]=2)[N:8]=[C:7](Cl)[N:6]=1)[CH:2]=[CH2:3].[CH2:19]([NH2:22])[C:20]#[CH:21]. Product: [CH2:1]([NH:4][C:5]1[C:14]2[C:9](=[CH:10][CH:11]=[C:12]([N+:15]([O-:17])=[O:16])[CH:13]=2)[N:8]=[C:7]([NH:22][CH2:19][C:20]#[CH:21])[N:6]=1)[CH:2]=[CH2:3]. The catalyst class is: 6. (3) Reactant: [CH3:1][C:2]1[N:3]=[CH:4][NH:5][CH:6]=1.F[C:8]1[CH:13]=[CH:12][C:11]([N+:14]([O-])=O)=[CH:10][CH:9]=1.C([O-])([O-])=O.[K+].[K+]. Product: [CH3:1][C:2]1[N:3]=[CH:4][N:5]([C:8]2[CH:13]=[CH:12][C:11]([NH2:14])=[CH:10][CH:9]=2)[CH:6]=1. The catalyst class is: 3. (4) Reactant: O[C:2]1([C:15]#[C:16][C:17]2[CH:18]=[N:19][C:20]([O:23][CH3:24])=[CH:21][CH:22]=2)[CH2:7][CH2:6][N:5]([C:8]([O:10][C:11]([CH3:14])([CH3:13])[CH3:12])=[O:9])[CH2:4][CH2:3]1.P(Br)(Br)Br.O.C(O)(=O)CC(CC(O)=O)(C(O)=O)O. Product: [CH3:24][O:23][C:20]1[N:19]=[CH:18][C:17]([C:16]#[C:15][C:2]2[CH2:7][CH2:6][N:5]([C:8]([O:10][C:11]([CH3:14])([CH3:13])[CH3:12])=[O:9])[CH2:4][CH:3]=2)=[CH:22][CH:21]=1. The catalyst class is: 272. (5) Reactant: [CH3:1][O:2][C:3]1[CH:11]=[C:10]([C:12]([F:15])([F:14])[F:13])[CH:9]=[C:8]([S:16][CH3:17])[C:4]=1[C:5](O)=[O:6].S(Cl)([Cl:20])=O. Product: [CH3:1][O:2][C:3]1[CH:11]=[C:10]([C:12]([F:15])([F:14])[F:13])[CH:9]=[C:8]([S:16][CH3:17])[C:4]=1[C:5]([Cl:20])=[O:6]. The catalyst class is: 11. (6) Reactant: [OH:1][CH2:2][CH:3]1[NH:8][CH2:7][CH2:6][N:5]([C:9]([O:11][C:12]([CH3:15])([CH3:14])[CH3:13])=[O:10])[CH2:4]1.[O:16]1[CH2:19][C:18](=O)[CH2:17]1.CC(O)=O.C([BH3-])#N.[Na+]. Product: [OH:1][CH2:2][CH:3]1[N:8]([CH:18]2[CH2:19][O:16][CH2:17]2)[CH2:7][CH2:6][N:5]([C:9]([O:11][C:12]([CH3:15])([CH3:14])[CH3:13])=[O:10])[CH2:4]1. The catalyst class is: 61. (7) Reactant: [Br:1]N1C(=O)CCC1=O.[NH2:9][C:10]1[CH:15]=[CH:14][CH:13]=[C:12]([Cl:16])[N:11]=1. Product: [Br:1][C:13]1[CH:14]=[CH:15][C:10]([NH2:9])=[N:11][C:12]=1[Cl:16]. The catalyst class is: 3. (8) Reactant: [OH:1][C:2]1[CH:10]=[CH:9][C:5]([C:6]([OH:8])=[O:7])=[CH:4][CH:3]=1.[CH3:11][NH:12][C@H:13]([CH2:15]/[CH:16]=[CH:17]/[C:18]1[CH:19]=[N:20][CH:21]=[C:22]([O:24][CH:25]([CH3:27])[CH3:26])[CH:23]=1)[CH3:14].C(O)(C)C. Product: [OH:1][C:2]1[CH:10]=[CH:9][C:5]([C:6]([OH:8])=[O:7])=[CH:4][CH:3]=1.[CH3:11][NH:12][C@H:13]([CH2:15]/[CH:16]=[CH:17]/[C:18]1[CH:19]=[N:20][CH:21]=[C:22]([O:24][CH:25]([CH3:27])[CH3:26])[CH:23]=1)[CH3:14]. The catalyst class is: 480. (9) The catalyst class is: 86. Reactant: [CH:1]([N:4]1[C:9]([CH3:10])=[CH:8][C:7](=[O:11])[C:6]([C:12]([OH:14])=[O:13])=[CH:5]1)([CH3:3])[CH3:2].[Br:15]Br.ClCCl. Product: [Br:15][C:8]1[C:7](=[O:11])[C:6]([C:12]([OH:14])=[O:13])=[CH:5][N:4]([CH:1]([CH3:3])[CH3:2])[C:9]=1[CH3:10]. (10) Product: [C:12]([C:11]1[N:1]=[C:2]2[CH:7]=[C:6]([CH3:8])[CH:5]=[CH:4][N:3]2[CH:10]=1)([CH3:15])([CH3:14])[CH3:13]. Reactant: [NH2:1][C:2]1[CH:7]=[C:6]([CH3:8])[CH:5]=[CH:4][N:3]=1.Br[CH2:10][C:11](=O)[C:12]([CH3:15])([CH3:14])[CH3:13]. The catalyst class is: 8.